Task: Regression. Given a peptide amino acid sequence and an MHC pseudo amino acid sequence, predict their binding affinity value. This is MHC class I binding data.. Dataset: Peptide-MHC class I binding affinity with 185,985 pairs from IEDB/IMGT The peptide sequence is GDRWFLNRFT. The MHC is HLA-B40:01 with pseudo-sequence HLA-B40:01. The binding affinity (normalized) is 0.